From a dataset of Peptide-MHC class II binding affinity with 134,281 pairs from IEDB. Regression. Given a peptide amino acid sequence and an MHC pseudo amino acid sequence, predict their binding affinity value. This is MHC class II binding data. (1) The peptide sequence is RNEFPLLTTKRVFWR. The MHC is DRB1_0101 with pseudo-sequence DRB1_0101. The binding affinity (normalized) is 0.606. (2) The peptide sequence is PANDKFTVFEAAFNNAIKAS. The MHC is DRB1_0301 with pseudo-sequence DRB1_0301. The binding affinity (normalized) is 0.295.